From a dataset of Forward reaction prediction with 1.9M reactions from USPTO patents (1976-2016). Predict the product of the given reaction. (1) Given the reactants C([O-])([O-])=O.[K+].[K+].[Na+].[I-].Cl[CH2:10][CH2:11][CH2:12][CH2:13][CH2:14][C:15]([C:17]1[CH:22]=[CH:21][C:20]([Cl:23])=[CH:19][CH:18]=1)=[O:16].[CH3:24][CH:25]([CH3:41])[C:26]([NH:28][C:29]1[CH:34]=[CH:33][CH:32]=[C:31]([CH:35]2[CH2:40][CH2:39][NH:38][CH2:37][CH2:36]2)[CH:30]=1)=[O:27], predict the reaction product. The product is: [Cl:23][C:20]1[CH:21]=[CH:22][C:17]([C:15](=[O:16])[CH2:14][CH2:13][CH2:12][CH2:11][CH2:10][N:38]2[CH2:39][CH2:40][CH:35]([C:31]3[CH:30]=[C:29]([NH:28][C:26](=[O:27])[CH:25]([CH3:24])[CH3:41])[CH:34]=[CH:33][CH:32]=3)[CH2:36][CH2:37]2)=[CH:18][CH:19]=1. (2) Given the reactants [C:1](=O)([O-])[O-].[K+].[K+].CI.[F:9][C:10]([F:38])([F:37])[C:11]1[CH:12]=[C:13]([NH:21][C:22](=[O:36])[C:23]2[CH:28]=[CH:27][C:26]([C:29]([F:32])([F:31])[F:30])=[CH:25][C:24]=2[S:33][CH2:34][CH3:35])[CH:14]=[C:15]([C:17]([F:20])([F:19])[F:18])[CH:16]=1.C(=O)(O)[O-].[Na+], predict the reaction product. The product is: [F:38][C:10]([F:37])([F:9])[C:11]1[CH:12]=[C:13]([N:21]([CH3:1])[C:22](=[O:36])[C:23]2[CH:28]=[CH:27][C:26]([C:29]([F:30])([F:31])[F:32])=[CH:25][C:24]=2[S:33][CH2:34][CH3:35])[CH:14]=[C:15]([C:17]([F:18])([F:20])[F:19])[CH:16]=1. (3) Given the reactants [CH3:1][O:2][C:3]1[N:4]=[C:5]2[C:10](=[C:11]([CH3:13])[CH:12]=1)[N:9]=[CH:8][CH:7]=[C:6]2[OH:14].[N+:15]([O-])([OH:17])=[O:16].C(=O)([O-])[O-].[Na+].[Na+], predict the reaction product. The product is: [CH3:1][O:2][C:3]1[N:4]=[C:5]2[C:10](=[C:11]([CH3:13])[CH:12]=1)[N:9]=[CH:8][C:7]([N+:15]([O-:17])=[O:16])=[C:6]2[OH:14]. (4) Given the reactants [NH2:1][N:2]1[C:13](=[O:14])[C:12]2[C:15]3[N:4]([CH:5]([CH3:18])[CH2:6][O:7][C:8]=3[C:9](F)=[C:10]([F:16])[CH:11]=2)[C:3]1=[O:19].[C:20]([O:24][C:25](=[O:32])[NH:26][C@H:27]1[CH2:31][CH2:30][NH:29][CH2:28]1)([CH3:23])([CH3:22])[CH3:21].C(N(CC)CC)C, predict the reaction product. The product is: [C:20]([O:24][C:25](=[O:32])[NH:26][C@H:27]1[CH2:31][CH2:30][N:29]([C:9]2[C:8]3=[C:15]4[C:12]([C:13](=[O:14])[N:2]([NH2:1])[C:3](=[O:19])[N:4]4[CH:5]([CH3:18])[CH2:6][O:7]3)=[CH:11][C:10]=2[F:16])[CH2:28]1)([CH3:23])([CH3:21])[CH3:22]. (5) The product is: [CH:1]1([S:6]([C:9]2[CH:10]=[C:11]([CH2:15][CH2:16][CH2:17][CH2:18][O:19][CH2:20][CH2:21][CH2:22][CH2:23][CH2:24][CH2:25][NH:26][CH2:27][C@@H:28]([C:30]3[CH:35]=[CH:34][C:33]([OH:36])=[C:32]([F:44])[CH:31]=3)[OH:29])[CH:12]=[CH:13][CH:14]=2)(=[O:8])=[O:7])[CH2:5][CH2:4][CH2:3][CH2:2]1. Given the reactants [CH:1]1([S:6]([C:9]2[CH:10]=[C:11]([CH2:15][CH2:16][CH2:17][CH2:18][O:19][CH2:20][CH2:21][CH2:22][CH2:23][CH2:24][CH2:25][NH:26][CH2:27][C@@H:28]([C:30]3[CH:35]=[CH:34][C:33]([O:36]CC4C=CC=CC=4)=[C:32]([F:44])[CH:31]=3)[OH:29])[CH:12]=[CH:13][CH:14]=2)(=[O:8])=[O:7])[CH2:5][CH2:4][CH2:3][CH2:2]1, predict the reaction product. (6) Given the reactants [F:1][C:2]([F:43])([F:42])[C:3]1[CH:4]=[C:5]([C:13]([CH3:41])([CH3:40])[C:14]([N:16]([C:18]2[CH:19]=[N:20][C:21]([C:32]3[CH2:33][CH2:34][S:35](=[O:39])(=[O:38])[CH2:36][CH:37]=3)=[CH:22][C:23]=2[C:24]2[CH:29]=[CH:28][C:27]([F:30])=[CH:26][C:25]=2[CH3:31])[CH3:17])=[O:15])[CH:6]=[C:7]([C:9]([F:12])([F:11])[F:10])[CH:8]=1, predict the reaction product. The product is: [F:42][C:2]([F:1])([F:43])[C:3]1[CH:4]=[C:5]([C:13]([CH3:41])([CH3:40])[C:14]([N:16]([C:18]2[CH:19]=[N:20][C:21]([CH:32]3[CH2:37][CH2:36][S:35](=[O:39])(=[O:38])[CH2:34][CH2:33]3)=[CH:22][C:23]=2[C:24]2[CH:29]=[CH:28][C:27]([F:30])=[CH:26][C:25]=2[CH3:31])[CH3:17])=[O:15])[CH:6]=[C:7]([C:9]([F:10])([F:11])[F:12])[CH:8]=1. (7) Given the reactants [H-].[Na+].F[C:4]1[CH:13]=[C:12]2[C:7]([C:8]([OH:16])=[C:9]([C:14]#[N:15])[CH:10]=[N:11]2)=[CH:6][CH:5]=1.[CH3:17][O:18][CH2:19][CH2:20][OH:21], predict the reaction product. The product is: [CH3:17][O:18][CH2:19][CH2:20][O:21][C:4]1[CH:13]=[C:12]2[C:7]([C:8](=[O:16])[C:9]([C:14]#[N:15])=[CH:10][NH:11]2)=[CH:6][CH:5]=1. (8) Given the reactants [CH3:1][O:2][C:3]1[C:10]([O:11][CH3:12])=[CH:9][C:6]([CH:7]=[O:8])=[C:5]([N+:13]([O-:15])=[O:14])[CH:4]=1.CC(C)[O-].[Al+3].CC(C)[O-].CC(C)[O-], predict the reaction product. The product is: [N+:13]([C:5]1[C:6]([CH2:7][OH:8])=[CH:9][C:10]([O:11][CH3:12])=[C:3]([O:2][CH3:1])[CH:4]=1)([O-:15])=[O:14]. (9) Given the reactants C([N:8]1[CH2:13][CH2:12][N:11](CC2C=CC=CC=2)[CH2:10][CH:9]1[CH2:21][C:22]([O:24][CH3:25])=[O:23])C1C=CC=CC=1.Cl.C([O-])([O-])=O.[K+].[K+].[CH3:33][C:34]([O:37][C:38]([O:40]N=C(C1C=CC=CC=1)C#N)=O)([CH3:36])[CH3:35], predict the reaction product. The product is: [C:38]([N:11]1[CH2:12][CH2:13][NH:8][CH:9]([CH2:21][C:22]([O:24][CH3:25])=[O:23])[CH2:10]1)([O:37][C:34]([CH3:33])([CH3:35])[CH3:36])=[O:40].